This data is from Full USPTO retrosynthesis dataset with 1.9M reactions from patents (1976-2016). The task is: Predict the reactants needed to synthesize the given product. Given the product [CH3:8][C@H:6]1[O:7][C@@H:2]([CH3:1])[CH2:3][N:4]([C:9]2[C:17]([F:18])=[C:16]([F:19])[CH:15]=[CH:14][C:10]=2[CH2:11][OH:12])[CH2:5]1, predict the reactants needed to synthesize it. The reactants are: [CH3:1][C@H:2]1[O:7][C@@H:6]([CH3:8])[CH2:5][N:4]([C:9]2[C:17]([F:18])=[C:16]([F:19])[CH:15]=[CH:14][C:10]=2[C:11](O)=[O:12])[CH2:3]1.[BH4-].[Na+].II.